This data is from Reaction yield outcomes from USPTO patents with 853,638 reactions. The task is: Predict the reaction yield, written as a fraction of the theoretical maximum amount of product (1.0 means a 100% yield; for example, 0.34 means a 34% yield). The product is [ClH:25].[ClH:40].[Cl:45][C:42]1[CH:43]=[CH:44][C:29]([NH:28][C:8]([CH:5]2[CH2:4][CH2:3][CH:2]([N:16]3[CH2:17][CH2:18][CH2:13][N:12]([CH3:11])[CH2:14][CH2:21]3)[CH2:7][CH2:6]2)=[O:10])=[C:30]([CH:41]=1)[C:31]([NH:33][C:34]1[CH:39]=[CH:38][C:37]([Cl:40])=[CH:36][N:35]=1)=[O:32]. The reactants are O=[C:2]1[CH2:7][CH2:6][CH:5]([C:8]([OH:10])=O)[CH2:4][CH2:3]1.[CH3:11][N:12]([CH:14]=O)[CH3:13].[N:16]1[CH:21]=CC=[CH:18][CH:17]=1.C(Cl)(=O)C([Cl:25])=O.[NH2:28][C:29]1[CH:44]=[CH:43][C:42]([Cl:45])=[CH:41][C:30]=1[C:31]([NH:33][C:34]1[CH:39]=[CH:38][C:37]([Cl:40])=[CH:36][N:35]=1)=[O:32]. The yield is 0.210. The catalyst is C(Cl)Cl.